Dataset: CYP3A4 inhibition data for predicting drug metabolism from PubChem BioAssay. Task: Regression/Classification. Given a drug SMILES string, predict its absorption, distribution, metabolism, or excretion properties. Task type varies by dataset: regression for continuous measurements (e.g., permeability, clearance, half-life) or binary classification for categorical outcomes (e.g., BBB penetration, CYP inhibition). Dataset: cyp3a4_veith. (1) The compound is Cc1ccc(SCc2nnc(NC(=O)c3ccccc3)s2)cc1. The result is 0 (non-inhibitor). (2) The molecule is Cc1ccc(C(=O)CN(C(=O)c2ccc(Cl)cc2)N2C(=O)c3ccccc3C2=O)cc1. The result is 1 (inhibitor). (3) The compound is COC(=O)[C@@]1(Cc2ccc(OC)cc2)[C@H]2c3cc(C(=O)N4CCCC4)n(Cc4ccccn4)c3C[C@H]2CN1C(=O)c1ccccc1. The result is 1 (inhibitor). (4) The molecule is CCOC(=O)Nc1ccc2c(c1)N(C(=O)CCN1CCOCC1)c1ccccc1S2. The result is 1 (inhibitor). (5) The drug is O=C(O)CC(c1ccccc1)n1cnnn1. The result is 0 (non-inhibitor). (6) The compound is COc1ccc(NC(=O)CCNS(=O)(=O)c2ccc3c(c2)CCC(=O)N3)cc1. The result is 1 (inhibitor).